This data is from Peptide-MHC class II binding affinity with 134,281 pairs from IEDB. The task is: Regression. Given a peptide amino acid sequence and an MHC pseudo amino acid sequence, predict their binding affinity value. This is MHC class II binding data. (1) The peptide sequence is ESTGGAYDTYKSIPS. The MHC is HLA-DQA10104-DQB10503 with pseudo-sequence HLA-DQA10104-DQB10503. The binding affinity (normalized) is 0.199. (2) The peptide sequence is NVKYLAKILCLKTEI. The MHC is H-2-IAb with pseudo-sequence H-2-IAb. The binding affinity (normalized) is 0.0973. (3) The peptide sequence is MTSLALVGAALHPFA. The MHC is HLA-DQA10102-DQB10501 with pseudo-sequence HLA-DQA10102-DQB10501. The binding affinity (normalized) is 0.851. (4) The peptide sequence is PHPLEKKITQWLETKGV. The MHC is DRB5_0101 with pseudo-sequence DRB5_0101. The binding affinity (normalized) is 0. (5) The peptide sequence is EGSSIGKLFTQTMKG. The MHC is HLA-DQA10501-DQB10402 with pseudo-sequence HLA-DQA10501-DQB10402. The binding affinity (normalized) is 0.451. (6) The peptide sequence is VVDLSKMRAVWVDGK. The MHC is DRB1_0405 with pseudo-sequence DRB1_0405. The binding affinity (normalized) is 0.381. (7) The peptide sequence is LESDHLIAEMLSKEY. The MHC is DRB1_0101 with pseudo-sequence DRB1_0101. The binding affinity (normalized) is 0.687.